Dataset: Reaction yield outcomes from USPTO patents with 853,638 reactions. Task: Predict the reaction yield, written as a fraction of the theoretical maximum amount of product (1.0 means a 100% yield; for example, 0.34 means a 34% yield). (1) The reactants are C(OC(=O)[NH:7][CH2:8][CH2:9][C:10]1[CH:15]=[CH:14][C:13]([O:16][C:17]2[CH:22]=[CH:21][C:20]([F:23])=[CH:19][CH:18]=2)=[CH:12][CH:11]=1)(C)(C)C.C(O)(C(F)(F)F)=O. The catalyst is ClCCl.C([O-])(O)=O.[Na+]. The product is [F:23][C:20]1[CH:21]=[CH:22][C:17]([O:16][C:13]2[CH:14]=[CH:15][C:10]([CH2:9][CH2:8][NH2:7])=[CH:11][CH:12]=2)=[CH:18][CH:19]=1. The yield is 0.940. (2) The catalyst is C1COCC1.[Fe]. The yield is 0.840. The reactants are [Cl:1][C:2]1[CH:7]=[CH:6][C:5]([N+:8]([O-])=O)=[CH:4][C:3]=1[NH:11][C:12]1[CH2:17][CH2:16][CH2:15][C:14](=[O:18])[C:13]=1[CH3:19].[NH4+].[Cl-].CCO.O. The product is [NH2:8][C:5]1[CH:6]=[CH:7][C:2]([Cl:1])=[C:3]([NH:11][C:12]2[CH2:17][CH2:16][CH2:15][C:14](=[O:18])[C:13]=2[CH3:19])[CH:4]=1. (3) The yield is 0.880. The product is [NH2:1][C:2]1[CH:9]=[CH:8][CH:7]=[C:6]([CH2:10][CH2:11][C:12]([CH3:15])([CH3:14])[CH3:13])[C:3]=1[C:4]#[N:5]. The catalyst is CCOC(C)=O.CCO.[Pd]. The reactants are [NH2:1][C:2]1[CH:9]=[CH:8][CH:7]=[C:6]([C:10]#[C:11][C:12]([CH3:15])([CH3:14])[CH3:13])[C:3]=1[C:4]#[N:5]. (4) The reactants are [F:1][C:2]1[CH:7]=[CH:6][C:5]([C:8]2[N:12]([CH3:13])[N:11]=[CH:10][C:9]=2[C:14]([NH2:16])=O)=[CH:4][CH:3]=1.COC1C=CC(P2(SP(C3C=CC(OC)=CC=3)(=S)S2)=[S:26])=CC=1. The catalyst is C1COCC1. The product is [F:1][C:2]1[CH:7]=[CH:6][C:5]([C:8]2[N:12]([CH3:13])[N:11]=[CH:10][C:9]=2[C:14](=[S:26])[NH2:16])=[CH:4][CH:3]=1. The yield is 0.670. (5) The catalyst is C(O)(=O)C. The product is [N+:13]([C:10]1[CH:11]=[C:1]2[C:2]([O:4][C:5](=[O:12])[NH:6][C:7]2=[CH:8][CH:9]=1)=[O:3])([O-:15])=[O:14]. The reactants are [C:1]12[C:7](=[CH:8][CH:9]=[CH:10][CH:11]=1)[NH:6][C:5](=[O:12])[O:4][C:2]2=[O:3].[N+:13]([O-])([OH:15])=[O:14]. The yield is 0.870. (6) The reactants are [CH3:1][C:2]1[CH:3]=[CH:4][C:5]2[C:9]3([CH2:13][CH2:12][CH2:11][CH2:10]3)[O:8][B:7]([OH:14])[C:6]=2[CH:15]=1.C1C(=O)N([Br:23])C(=O)C1. The catalyst is C(Cl)(Cl)(Cl)Cl. The product is [Br:23][CH2:1][C:2]1[CH:3]=[CH:4][C:5]2[C:9]3([CH2:13][CH2:12][CH2:11][CH2:10]3)[O:8][B:7]([OH:14])[C:6]=2[CH:15]=1. The yield is 0.717. (7) The reactants are [F:1][C:2]1[CH:3]=[CH:4][C:5]([N+:9]([O-:11])=[O:10])=[C:6]([OH:8])[CH:7]=1.[F:12][C:13]([F:26])([F:25])[S:14](O[S:14]([C:13]([F:26])([F:25])[F:12])(=[O:16])=[O:15])(=[O:16])=[O:15]. The catalyst is N1C=CC=CC=1.O. The product is [F:12][C:13]([F:26])([F:25])[S:14]([O:8][C:6]1[CH:7]=[C:2]([F:1])[CH:3]=[CH:4][C:5]=1[N+:9]([O-:11])=[O:10])(=[O:16])=[O:15]. The yield is 0.540.